This data is from Peptide-MHC class I binding affinity with 185,985 pairs from IEDB/IMGT. The task is: Regression. Given a peptide amino acid sequence and an MHC pseudo amino acid sequence, predict their binding affinity value. This is MHC class I binding data. (1) The peptide sequence is MTMRRRLFK. The MHC is HLA-A11:01 with pseudo-sequence HLA-A11:01. The binding affinity (normalized) is 0.752. (2) The peptide sequence is SVDSDHLGY. The MHC is HLA-B83:01 with pseudo-sequence HLA-B83:01. The binding affinity (normalized) is 0.213. (3) The MHC is HLA-B35:01 with pseudo-sequence HLA-B35:01. The binding affinity (normalized) is 0.118. The peptide sequence is THYPTQNRF. (4) The peptide sequence is HLPLSPRTL. The MHC is Mamu-A01 with pseudo-sequence Mamu-A01. The binding affinity (normalized) is 0.386. (5) The peptide sequence is SMHYKLDEV. The MHC is HLA-B39:01 with pseudo-sequence HLA-B39:01. The binding affinity (normalized) is 0.0847. (6) The peptide sequence is LERTSKASLER. The MHC is HLA-A02:03 with pseudo-sequence HLA-A02:03. The binding affinity (normalized) is 0. (7) The peptide sequence is RKFPTAFEF. The MHC is Mamu-B3901 with pseudo-sequence Mamu-B3901. The binding affinity (normalized) is 0.495.